Dataset: Forward reaction prediction with 1.9M reactions from USPTO patents (1976-2016). Task: Predict the product of the given reaction. (1) Given the reactants [CH3:1][O:2][C:3](=[O:40])[C:4]([N:6]([C:13]1[CH:18]=[C:17]([Cl:19])[CH:16]=[CH:15][C:14]=1[C:20](=[O:39])[CH2:21][CH2:22][C:23]1[CH:28]=[CH:27][C:26]([S:29]([N:32]2[CH2:37][CH2:36][N:35]([CH3:38])[CH2:34][CH2:33]2)(=[O:31])=[O:30])=[CH:25][CH:24]=1)[C:7]1[CH:12]=[CH:11][CH:10]=[CH:9][CH:8]=1)=O.C([O-])([O-])=O.[K+].[K+], predict the reaction product. The product is: [CH3:1][O:2][C:3]([C:4]1[N:6]([C:7]2[CH:12]=[CH:11][CH:10]=[CH:9][CH:8]=2)[C:13]2[C:14]([C:20](=[O:39])[C:21]=1[CH2:22][C:23]1[CH:28]=[CH:27][C:26]([S:29]([N:32]3[CH2:37][CH2:36][N:35]([CH3:38])[CH2:34][CH2:33]3)(=[O:30])=[O:31])=[CH:25][CH:24]=1)=[CH:15][CH:16]=[C:17]([Cl:19])[CH:18]=2)=[O:40]. (2) Given the reactants C[Si]([N-][Si](C)(C)C)(C)C.[Li+].[CH3:11][O:12][C:13]1[CH:30]=[CH:29][C:28]2[C@@H:27]3[C@H:18]([C@@:19]45[CH2:32][C@@H:20]4[CH2:21][C:22](=[O:31])[C@:23]5([CH2:25][CH2:26]3)[CH3:24])[C@H:17]([CH3:33])[CH2:16][C:15]=2[CH:14]=1.I[CH3:35].[Cl-].[NH4+], predict the reaction product. The product is: [CH3:11][O:12][C:13]1[CH:30]=[CH:29][C:28]2[C@@H:27]3[C@H:18]([C@@:19]45[CH2:32][C@@H:20]4[C@@H:21]([CH3:35])[C:22](=[O:31])[C@:23]5([CH2:25][CH2:26]3)[CH3:24])[C@H:17]([CH3:33])[CH2:16][C:15]=2[CH:14]=1. (3) Given the reactants [NH2:1][C:2]1[CH:11]=[C:10]2[C:5]([CH:6]=[CH:7][CH:8]=[N:9]2)=[CH:4][CH:3]=1.[CH3:12][C:13]1[N:21]=[C:20]([C:22]2[CH:27]=[CH:26][CH:25]=[CH:24][CH:23]=2)[CH:19]=[CH:18][C:14]=1[C:15](O)=[O:16], predict the reaction product. The product is: [CH3:12][C:13]1[N:21]=[C:20]([C:22]2[CH:27]=[CH:26][CH:25]=[CH:24][CH:23]=2)[CH:19]=[CH:18][C:14]=1[C:15]([NH:1][C:2]1[CH:11]=[C:10]2[C:5]([CH:6]=[CH:7][CH:8]=[N:9]2)=[CH:4][CH:3]=1)=[O:16]. (4) The product is: [F:16][C:17]([F:23])([F:22])[S:18]([O:4][CH2:3][C:2]([F:8])([F:1])[CH:5]([F:7])[F:6])(=[O:20])=[O:19]. Given the reactants [F:1][C:2]([F:8])([CH:5]([F:7])[F:6])[CH2:3][OH:4].C(N(CC)CC)C.[F:16][C:17]([F:23])([F:22])[S:18](F)(=[O:20])=[O:19], predict the reaction product. (5) Given the reactants C(=O)([O-])[O-].Cl.Cl.[NH:7]1[CH2:12][CH:11]=[C:10]([C:13]2[CH:25]=[CH:24][C:16]([CH2:17][C@@H:18]([C:20]([O:22][CH3:23])=[O:21])[NH2:19])=[CH:15][CH:14]=2)[CH2:9][CH2:8]1, predict the reaction product. The product is: [NH:7]1[CH2:8][CH:9]=[C:10]([C:13]2[CH:25]=[CH:24][C:16]([CH2:17][C@@H:18]([C:20]([O:22][CH3:23])=[O:21])[NH2:19])=[CH:15][CH:14]=2)[CH2:11][CH2:12]1.